This data is from Forward reaction prediction with 1.9M reactions from USPTO patents (1976-2016). The task is: Predict the product of the given reaction. Given the reactants Br.Br[CH:3]([C:13]1[CH:18]=[CH:17][N:16]=[C:15]([NH:19][C:20]([O:22][C:23]([CH3:26])([CH3:25])[CH3:24])=[O:21])[CH:14]=1)[C:4]([C:6]1[CH:11]=[CH:10][CH:9]=[C:8]([Br:12])[CH:7]=1)=O.C1([CH2:33][CH2:34][C:35]([NH2:37])=[S:36])C=CC=CC=1.C(=O)([O-])O.[Na+], predict the reaction product. The product is: [Br:12][C:8]1[CH:7]=[C:6]([C:4]2[N:37]=[C:35]([CH2:34][CH3:33])[S:36][C:3]=2[C:13]2[CH:18]=[CH:17][N:16]=[C:15]([NH:19][C:20]([O:22][C:23]([CH3:26])([CH3:25])[CH3:24])=[O:21])[CH:14]=2)[CH:11]=[CH:10][CH:9]=1.[NH2:19][C:15]1[CH:14]=[C:13]([C:3]2[S:36][C:35]([CH2:34][CH3:33])=[N:37][C:4]=2[C:6]2[CH:11]=[CH:10][CH:9]=[C:8]([Br:12])[CH:7]=2)[CH:18]=[CH:17][N:16]=1.